From a dataset of Reaction yield outcomes from USPTO patents with 853,638 reactions. Predict the reaction yield, written as a fraction of the theoretical maximum amount of product (1.0 means a 100% yield; for example, 0.34 means a 34% yield). (1) The product is [CH3:1][O:2][C:3]1[CH:4]=[CH:5][C:6]([N:9]2[CH2:10][CH2:11][N:12]([C:15]3[C:16]([CH3:29])=[C:17]([CH3:28])[C:18]4[O:22][C:21]([CH2:24][NH:25][C:37](=[O:39])[CH3:38])([CH3:23])[CH2:20][C:19]=4[C:26]=3[CH3:27])[CH2:13][CH2:14]2)=[CH:7][CH:8]=1. The reactants are [CH3:1][O:2][C:3]1[CH:8]=[CH:7][C:6]([N:9]2[CH2:14][CH2:13][N:12]([C:15]3[C:16]([CH3:29])=[C:17]([CH3:28])[C:18]4[O:22][C:21]([CH2:24][NH2:25])([CH3:23])[CH2:20][C:19]=4[C:26]=3[CH3:27])[CH2:11][CH2:10]2)=[CH:5][CH:4]=1.C(N(CC)CC)C.[C:37](Cl)(=[O:39])[CH3:38]. The yield is 0.740. The catalyst is O.C1COCC1. (2) The reactants are Cl[C:2]([O:4][C:5]1[CH:10]=[CH:9][C:8]([N+:11]([O-:13])=[O:12])=[CH:7][CH:6]=1)=[O:3].[NH2:14][N:15]1[CH2:20][CH2:19][O:18][CH2:17][CH2:16]1.C(N(CC)CC)C. The catalyst is C(Cl)Cl. The product is [N+:11]([C:8]1[CH:9]=[CH:10][C:5]([O:4][C:2](=[O:3])[NH:14][N:15]2[CH2:20][CH2:19][O:18][CH2:17][CH2:16]2)=[CH:6][CH:7]=1)([O-:13])=[O:12]. The yield is 0.620.